Dataset: NCI-60 drug combinations with 297,098 pairs across 59 cell lines. Task: Regression. Given two drug SMILES strings and cell line genomic features, predict the synergy score measuring deviation from expected non-interaction effect. (1) Drug 1: CS(=O)(=O)C1=CC(=C(C=C1)C(=O)NC2=CC(=C(C=C2)Cl)C3=CC=CC=N3)Cl. Drug 2: C1=CN(C=N1)CC(O)(P(=O)(O)O)P(=O)(O)O. Cell line: RPMI-8226. Synergy scores: CSS=1.09, Synergy_ZIP=5.17, Synergy_Bliss=8.17, Synergy_Loewe=0.344, Synergy_HSA=0.0918. (2) Drug 1: CC1OCC2C(O1)C(C(C(O2)OC3C4COC(=O)C4C(C5=CC6=C(C=C35)OCO6)C7=CC(=C(C(=C7)OC)O)OC)O)O. Drug 2: CC1CCC2CC(C(=CC=CC=CC(CC(C(=O)C(C(C(=CC(C(=O)CC(OC(=O)C3CCCCN3C(=O)C(=O)C1(O2)O)C(C)CC4CCC(C(C4)OC)O)C)C)O)OC)C)C)C)OC. Cell line: NCI-H226. Synergy scores: CSS=17.1, Synergy_ZIP=-7.11, Synergy_Bliss=-2.92, Synergy_Loewe=-0.409, Synergy_HSA=0.472. (3) Drug 1: C1=CC(=CC=C1CCC2=CNC3=C2C(=O)NC(=N3)N)C(=O)NC(CCC(=O)O)C(=O)O. Drug 2: CC1C(C(CC(O1)OC2CC(CC3=C2C(=C4C(=C3O)C(=O)C5=CC=CC=C5C4=O)O)(C(=O)C)O)N)O. Cell line: NCI-H460. Synergy scores: CSS=54.4, Synergy_ZIP=-4.58, Synergy_Bliss=-11.8, Synergy_Loewe=-2.35, Synergy_HSA=-2.07. (4) Drug 1: CCC1=CC2CC(C3=C(CN(C2)C1)C4=CC=CC=C4N3)(C5=C(C=C6C(=C5)C78CCN9C7C(C=CC9)(C(C(C8N6C)(C(=O)OC)O)OC(=O)C)CC)OC)C(=O)OC.C(C(C(=O)O)O)(C(=O)O)O. Synergy scores: CSS=42.7, Synergy_ZIP=-8.45, Synergy_Bliss=-10.0, Synergy_Loewe=-15.8, Synergy_HSA=-10.1. Cell line: HCC-2998. Drug 2: C1CCC(CC1)NC(=O)N(CCCl)N=O. (5) Drug 1: CCC1(C2=C(COC1=O)C(=O)N3CC4=CC5=C(C=CC(=C5CN(C)C)O)N=C4C3=C2)O.Cl. Drug 2: CC1C(C(CC(O1)OC2CC(CC3=C2C(=C4C(=C3O)C(=O)C5=CC=CC=C5C4=O)O)(C(=O)C)O)N)O. Cell line: SK-OV-3. Synergy scores: CSS=35.6, Synergy_ZIP=-3.13, Synergy_Bliss=0.914, Synergy_Loewe=-1.52, Synergy_HSA=2.11.